From a dataset of Reaction yield outcomes from USPTO patents with 853,638 reactions. Predict the reaction yield, written as a fraction of the theoretical maximum amount of product (1.0 means a 100% yield; for example, 0.34 means a 34% yield). (1) The reactants are [CH2:1]([N:3]([CH2:20][CH3:21])[CH2:4][CH2:5][NH:6]C(C1C=CC2C(=CC=C(I)C=2)C=1)=O)[CH3:2].[I:22][C:23]1[CH:24]=[C:25]2[C:34](=[CH:35][CH:36]=1)[C:33](=[O:37])[C:32]1[CH:31]=[CH:30][CH:29]=[C:28]([C:38]([O:40]C)=O)[C:27]=1[NH:26]2.[K+].[Br-].C(N(CC)CCNC(C1SC2C=CC=C(I)C=2C=1)=O)C. The catalyst is ClCCl.C(O)C. The product is [CH2:1]([N:3]([CH2:20][CH3:21])[CH2:4][CH2:5][NH:6][C:38]([C:28]1[C:27]2[NH:26][C:25]3[C:34](=[CH:35][CH:36]=[C:23]([I:22])[CH:24]=3)[C:33](=[O:37])[C:32]=2[CH:31]=[CH:30][CH:29]=1)=[O:40])[CH3:2]. The yield is 0.650. (2) The reactants are [CH2:1]([O:8][N:9]1[C:15](=[O:16])[N:14]2[CH2:17][C@H:10]1[CH2:11][CH2:12][C@H:13]2[C:18]([OH:20])=[O:19])[C:2]1[CH:7]=[CH:6][CH:5]=[CH:4][CH:3]=1.ClC(OCC(C)C)=O.C(N(CC)CC)C.O[N:37]1[C:45](=[O:46])[C@H:44]2[C@H:39]([CH2:40][CH:41]=[CH:42][CH2:43]2)[C:38]1=[O:47]. The catalyst is O1CCCC1.C(Cl)(Cl)Cl. The product is [CH2:1]([O:8][N:9]1[C:15](=[O:16])[N:14]2[CH2:17][C@H:10]1[CH2:11][CH2:12][C@H:13]2[C:18]([O:20][N:37]1[C:45](=[O:46])[C@H:44]2[C@H:39]([CH2:40][CH:41]=[CH:42][CH2:43]2)[C:38]1=[O:47])=[O:19])[C:2]1[CH:7]=[CH:6][CH:5]=[CH:4][CH:3]=1. The yield is 0.670. (3) The reactants are [CH3:1][C:2]1[O:6][N:5]=[C:4]([C:7]2[CH:12]=[CH:11][CH:10]=[CH:9][CH:8]=2)[C:3]=1[CH2:13][O:14][C:15]1[CH:23]=[CH:22][C:18]([C:19]([OH:21])=O)=[CH:17][N:16]=1.Cl.[F:25][CH2:26][CH2:27][NH2:28]. No catalyst specified. The product is [F:25][CH2:26][CH2:27][NH:28][C:19](=[O:21])[C:18]1[CH:22]=[CH:23][C:15]([O:14][CH2:13][C:3]2[C:4]([C:7]3[CH:8]=[CH:9][CH:10]=[CH:11][CH:12]=3)=[N:5][O:6][C:2]=2[CH3:1])=[N:16][CH:17]=1. The yield is 0.950. (4) The reactants are [CH3:1][O:2][C:3]1[CH:4]=[C:5]([CH:11]=[CH:12][C:13]=1[O:14][CH2:15][CH2:16][NH:17][CH2:18][CH2:19][C:20](=[O:41])[CH2:21][C:22]1[CH:27]=[CH:26][C:25]([NH:28][C:29]([NH:31][C:32]2[CH:37]=[CH:36][CH:35]=[CH:34][C:33]=2[CH3:38])=[O:30])=[C:24]([O:39][CH3:40])[CH:23]=1)[C:6]([O:8]CC)=[O:7].[OH-].[Na+].Cl. The catalyst is C1COCC1. The product is [CH3:1][O:2][C:3]1[CH:4]=[C:5]([CH:11]=[CH:12][C:13]=1[O:14][CH2:15][CH2:16][NH:17][CH2:18][CH2:19][C:20](=[O:41])[CH2:21][C:22]1[CH:27]=[CH:26][C:25]([NH:28][C:29]([NH:31][C:32]2[CH:37]=[CH:36][CH:35]=[CH:34][C:33]=2[CH3:38])=[O:30])=[C:24]([O:39][CH3:40])[CH:23]=1)[C:6]([OH:8])=[O:7]. The yield is 0.350. (5) The reactants are [CH:1]([O:14][C:15]1[C:24]2[N:23]=[CH:22][CH:21]=[CH:20][C:19]=2[C:18]([C:25]([OH:27])=O)=[C:17]2[CH2:28][N:29]([CH2:32][C:33]3[CH:38]=[CH:37][C:36]([F:39])=[CH:35][CH:34]=3)[C:30](=[O:31])[C:16]=12)([C:8]1[CH:13]=[CH:12][CH:11]=[CH:10][CH:9]=1)[C:2]1[CH:7]=[CH:6][CH:5]=[CH:4][CH:3]=1.[NH2:40][CH2:41][C:42]1[CH:47]=[CH:46][CH:45]=[CH:44][N:43]=1.C(N(CC)CC)C.Cl.CN(C)CCCN=C=NCC.O.ON1C2C=CC=CC=2N=N1. The catalyst is CN(C)C=O. The product is [N:43]1[CH:44]=[CH:45][CH:46]=[CH:47][C:42]=1[CH2:41][NH:40][C:25]([C:18]1[C:19]2[CH:20]=[CH:21][CH:22]=[N:23][C:24]=2[C:15]([O:14][CH:1]([C:2]2[CH:3]=[CH:4][CH:5]=[CH:6][CH:7]=2)[C:8]2[CH:9]=[CH:10][CH:11]=[CH:12][CH:13]=2)=[C:16]2[C:30](=[O:31])[N:29]([CH2:32][C:33]3[CH:38]=[CH:37][C:36]([F:39])=[CH:35][CH:34]=3)[CH2:28][C:17]=12)=[O:27]. The yield is 0.590.